This data is from Drug-target binding data from BindingDB using IC50 measurements. The task is: Regression. Given a target protein amino acid sequence and a drug SMILES string, predict the binding affinity score between them. We predict pIC50 (pIC50 = -log10(IC50 in M); higher means more potent). Dataset: bindingdb_ic50. The drug is CCCCCCN(CCCCCC)C(=O)Cc1c(-c2ccc(F)cc2)[nH]c2ccccc12. The target protein (P50637) has sequence MPESWVPAVGLTLVPSLGGFMGAYFVRGEGLRWYASLQKPSWHPPRWTLAPIWGTLYSAMGYGSYIVWKELGGFTEDAMVPLGLYTGQLALNWAWPPIFFGARQMGWALADLLLVSGVATATTLAWHRVSPPAARLLYPYLAWLAFATVLNYYVWRDNSGRRGGSRLPE. The pIC50 is 8.0.